This data is from Full USPTO retrosynthesis dataset with 1.9M reactions from patents (1976-2016). The task is: Predict the reactants needed to synthesize the given product. (1) Given the product [CH3:1][O:2][C:3]1[C:12]([CH2:13][CH2:14][N:15]2[CH2:16][CH2:17][CH:18]([N:21]3[C:29]4[C:24](=[CH:25][CH:26]=[C:27]([C:30]([OH:32])=[O:31])[CH:28]=4)[CH:23]=[CH:22]3)[CH2:19][CH2:20]2)=[C:11]2[C:6]([C:7](=[O:36])[CH2:8][C:9]([CH3:34])([CH3:35])[O:10]2)=[CH:5][CH:4]=1, predict the reactants needed to synthesize it. The reactants are: [CH3:1][O:2][C:3]1[C:12]([CH2:13][CH2:14][N:15]2[CH2:20][CH2:19][CH:18]([N:21]3[C:29]4[C:24](=[CH:25][CH:26]=[C:27]([C:30]([O:32]C)=[O:31])[CH:28]=4)[CH:23]=[CH:22]3)[CH2:17][CH2:16]2)=[C:11]2[C:6]([C:7](=[O:36])[CH2:8][C:9]([CH3:35])([CH3:34])[O:10]2)=[CH:5][CH:4]=1.[OH-].[Na+].CO. (2) Given the product [CH2:1]([NH:8][C:9]1[CH:14]=[C:13]([C:15]([F:18])([F:17])[F:16])[N:12]=[C:11]([Cl:31])[C:10]=1[N+:20]([O-:22])=[O:21])[C:2]1[CH:7]=[CH:6][CH:5]=[CH:4][CH:3]=1, predict the reactants needed to synthesize it. The reactants are: [CH2:1]([NH:8][C:9]1[CH:14]=[C:13]([C:15]([F:18])([F:17])[F:16])[N:12]=[C:11](O)[C:10]=1[N+:20]([O-:22])=[O:21])[C:2]1[CH:7]=[CH:6][CH:5]=[CH:4][CH:3]=1.C1(P(Cl)([Cl:31])=O)C=CC=CC=1.CCCCCC.